Dataset: Experimentally validated miRNA-target interactions with 360,000+ pairs, plus equal number of negative samples. Task: Binary Classification. Given a miRNA mature sequence and a target amino acid sequence, predict their likelihood of interaction. (1) The miRNA is mmu-miR-466a-3p with sequence UAUACAUACACGCACACAUAAGA. The protein sequence of the target gene is MDVDSEEKRHRTRSKGVRVPVEPAIQELFSCPTPGCDGSGHVSGKYARHRSVYGCPLAKKRKTQDKQPQEPAPKRKPFAVKADSSSVDECYESDGTEDMDDKEEDDDEEFSEDNDEQGDDDDEDEVDREDEEEIEEEDDEEDDDDEDGDDVEEEEEDDDEEEEEEEEEEENEDHQMSCTRIMQDTDKDDNNNDEYDNYDELVAKSLLNLGKIAEDAAYRARTESEMNSNTSNSLEDDSDKNENLGRKSELSLDLDSDVVRETVDSLKLLAQGHGVVLSENISDRSYAEGMSQQDSRNMNY.... Result: 1 (interaction). (2) The miRNA is rno-miR-122-5p with sequence UGGAGUGUGACAAUGGUGUUUG. The protein sequence of the target gene is MVNVPKTRRTFCKKCGKHQPHKVTQYKKGKDSLYAQGRRRYDRKQSGYGGQTKPIFRKKAKTTKKIVLRLECVEPNCRSKRMLAIKRCKHFELGGDKKRKGQVIQF. Result: 0 (no interaction). (3) The miRNA is mmu-miR-154-5p with sequence UAGGUUAUCCGUGUUGCCUUCG. The protein sequence of the target gene is MSSRLGAVPATSGPTTFKQQRSTRIVGAKNSRTQCSIKDNSFQYTIPHDDSLSGSSSASSCEPVSDFPASFRKSTYWMKMRRIKPAATSHVEGSGGVSAKGKRKPRQEEDEDYREFPQKKHKLYGRKQRPKTQPNPKSQARRIRKEPPVYAAGSLEEQWYLEIVDKGSVSCPTCQAVGRKTIEGLKKHMENCKQEMFTCHHCGKQLRSLAGMKYHVMANHNSLPILKAGDEIDEPSERERLRTVLKRLGKLRCMRESCSSSFTSIMGYLYHVRKCGKGAAELEKMTLKCHHCGKPYRSKA.... Result: 0 (no interaction). (4) The miRNA is hsa-miR-200c-3p with sequence UAAUACUGCCGGGUAAUGAUGGA. The protein sequence of the target gene is MNPEKDFAPLTPNIVRALNDKLYEKRKVAALEIEKLVREFVAQNNTVQIKHVIQTLSQEFALSQHPHSRKGGLIGLAACSIALGKDSGLYLKELIEPVLTCFNDADSRLRYYACEALYNIVKVARGAVLPHFNVLFDGLSKLAADPDPNVKSGSELLDRLLKDIVTESNKFDLVSFIPLLRERIYSNNQYARQFIISWILVLESVPDINLLDYLPEILDGLFQILGDNGKEIRKMCEVVLGEFLKEIKKNPSSVKFAEMANILVIHCQTTDDLIQLTAMCWMREFIQLAGRVMLPYSSGI.... Result: 1 (interaction).